This data is from Full USPTO retrosynthesis dataset with 1.9M reactions from patents (1976-2016). The task is: Predict the reactants needed to synthesize the given product. (1) Given the product [C:1]([O:5][C@@H:6]([C:11]1[C:12]([C:28]2[CH:29]=[CH:30][C:31]([CH3:33])=[CH:32][C:27]=2[F:26])=[C:13]2[C:20]3[CH2:21][CH2:22][CH2:23][CH2:24][C:19]=3[S:18][C:14]2=[N:15][C:16]=1[CH3:17])[C:7]([OH:9])=[O:8])([CH3:4])([CH3:3])[CH3:2], predict the reactants needed to synthesize it. The reactants are: [C:1]([O:5][C@@H:6]([C:11]1[C:12](I)=[C:13]2[C:20]3[CH2:21][CH2:22][CH2:23][CH2:24][C:19]=3[S:18][C:14]2=[N:15][C:16]=1[CH3:17])[C:7]([O:9]C)=[O:8])([CH3:4])([CH3:3])[CH3:2].[F:26][C:27]1[CH:32]=[C:31]([CH3:33])[CH:30]=[CH:29][C:28]=1B1OC(C)(C)C(C)(C)O1. (2) The reactants are: [N:1]12[CH2:8][C:5]([CH:9]=O)([CH2:6][CH2:7]1)[CH2:4][CH2:3][CH2:2]2.Cl.Cl.[NH2:13][C:14]1[C:22]([NH2:23])=[CH:21][CH:20]=[CH:19][C:15]=1[C:16](N)=[O:17].CCCC[OH:28].CCO. Given the product [N:1]12[CH2:8][C:5]([C:9]3[NH:23][C:22]4[CH:21]=[CH:20][CH:19]=[C:15]([C:16]([OH:28])=[O:17])[C:14]=4[N:13]=3)([CH2:6][CH2:7]1)[CH2:4][CH2:3][CH2:2]2, predict the reactants needed to synthesize it. (3) Given the product [O:41]1[CH:53]=[CH:52][CH:56]=[C:38]1[CH2:39][N:1]([CH2:31][C:32]1[O:36][CH:35]=[CH:34][CH:33]=1)[C:2]1[CH:3]=[C:4]([C:8]2[C:16]3[C:11](=[N:12][CH:13]=[N:14][C:15]=3[NH2:17])[N:10]([C@H:18]3[CH2:23][CH2:22][C@@H:21]([N:24]4[CH2:25][CH2:26][N:27]([CH3:30])[CH2:28][CH2:29]4)[CH2:20][CH2:19]3)[N:9]=2)[CH:5]=[CH:6][CH:7]=1, predict the reactants needed to synthesize it. The reactants are: [NH2:1][C:2]1[CH:3]=[C:4]([C:8]2[C:16]3[C:11](=[N:12][CH:13]=[N:14][C:15]=3[NH2:17])[N:10]([C@H:18]3[CH2:23][CH2:22][C@@H:21]([N:24]4[CH2:29][CH2:28][N:27]([CH3:30])[CH2:26][CH2:25]4)[CH2:20][CH2:19]3)[N:9]=2)[CH:5]=[CH:6][CH:7]=1.[CH:31](=O)[C:32]1[O:36][CH:35]=[CH:34][CH:33]=1.[C:38]([OH:41])(=O)[CH3:39].C(O[BH-](O[C:52](=O)[CH3:53])OC(=O)C)(=O)C.[Na+].[C:56](=O)(O)[O-].[Na+]. (4) The reactants are: [F:1][C:2]([F:30])([F:29])[CH2:3][NH:4][C:5]([NH:7][C:8]1[CH:13]=[CH:12][CH:11]=[C:10]([C:14]2[N:18]3[CH:19]=[CH:20][C:21]([C:23]#[C:24][Si](C)(C)C)=[CH:22][C:17]3=[N:16][CH:15]=2)[CH:9]=1)=[O:6].[F-].C([N+](CCCC)(CCCC)CCCC)CCC. Given the product [C:23]([C:21]1[CH:20]=[CH:19][N:18]2[C:14]([C:10]3[CH:9]=[C:8]([NH:7][C:5]([NH:4][CH2:3][C:2]([F:30])([F:29])[F:1])=[O:6])[CH:13]=[CH:12][CH:11]=3)=[CH:15][N:16]=[C:17]2[CH:22]=1)#[CH:24], predict the reactants needed to synthesize it. (5) Given the product [Br:1][C:2]1[CH:3]=[C:4]2[C:9](=[CH:10][CH:11]=1)[C:8](=[O:12])[NH:7][C:6](=[O:13])/[C:5]/2=[CH:14]\[NH:22][CH2:23][CH2:24][CH2:25][C:26]([OH:28])=[O:27], predict the reactants needed to synthesize it. The reactants are: [Br:1][C:2]1[CH:3]=[C:4]2[C:9](=[CH:10][CH:11]=1)[C:8](=[O:12])[NH:7][C:6](=[O:13])/[C:5]/2=[CH:14]/OC.CN(C)C=O.[NH2:22][CH2:23][CH2:24][CH2:25][C:26]([OH:28])=[O:27].